Dataset: NCI-60 drug combinations with 297,098 pairs across 59 cell lines. Task: Regression. Given two drug SMILES strings and cell line genomic features, predict the synergy score measuring deviation from expected non-interaction effect. (1) Drug 1: CNC(=O)C1=CC=CC=C1SC2=CC3=C(C=C2)C(=NN3)C=CC4=CC=CC=N4. Drug 2: B(C(CC(C)C)NC(=O)C(CC1=CC=CC=C1)NC(=O)C2=NC=CN=C2)(O)O. Cell line: HOP-92. Synergy scores: CSS=-1.01, Synergy_ZIP=-1.04, Synergy_Bliss=-6.79, Synergy_Loewe=-8.51, Synergy_HSA=-7.60. (2) Drug 1: CC12CCC3C(C1CCC2=O)CC(=C)C4=CC(=O)C=CC34C. Drug 2: C1=NC2=C(N1)C(=S)N=C(N2)N. Cell line: TK-10. Synergy scores: CSS=45.1, Synergy_ZIP=-7.49, Synergy_Bliss=-2.07, Synergy_Loewe=-0.0907, Synergy_HSA=1.08. (3) Drug 1: C1=NC2=C(N=C(N=C2N1C3C(C(C(O3)CO)O)F)Cl)N. Drug 2: CC12CCC3C(C1CCC2O)C(CC4=C3C=CC(=C4)O)CCCCCCCCCS(=O)CCCC(C(F)(F)F)(F)F. Cell line: HCC-2998. Synergy scores: CSS=-5.23, Synergy_ZIP=0.171, Synergy_Bliss=-4.56, Synergy_Loewe=-9.05, Synergy_HSA=-6.63. (4) Drug 1: CCCS(=O)(=O)NC1=C(C(=C(C=C1)F)C(=O)C2=CNC3=C2C=C(C=N3)C4=CC=C(C=C4)Cl)F. Drug 2: C1C(C(OC1N2C=C(C(=O)NC2=O)F)CO)O. Cell line: TK-10. Synergy scores: CSS=54.3, Synergy_ZIP=5.57, Synergy_Bliss=4.68, Synergy_Loewe=-20.9, Synergy_HSA=6.41. (5) Drug 1: CC1C(C(CC(O1)OC2CC(CC3=C2C(=C4C(=C3O)C(=O)C5=C(C4=O)C(=CC=C5)OC)O)(C(=O)CO)O)N)O.Cl. Drug 2: C(CCl)NC(=O)N(CCCl)N=O. Cell line: ACHN. Synergy scores: CSS=20.1, Synergy_ZIP=2.17, Synergy_Bliss=5.00, Synergy_Loewe=-33.5, Synergy_HSA=2.78. (6) Drug 1: CC1=C2C(C(=O)C3(C(CC4C(C3C(C(C2(C)C)(CC1OC(=O)C(C(C5=CC=CC=C5)NC(=O)OC(C)(C)C)O)O)OC(=O)C6=CC=CC=C6)(CO4)OC(=O)C)OC)C)OC. Drug 2: CN(CCCl)CCCl.Cl. Cell line: NCI-H460. Synergy scores: CSS=27.6, Synergy_ZIP=-6.57, Synergy_Bliss=-12.9, Synergy_Loewe=-20.0, Synergy_HSA=-12.8. (7) Drug 1: C1C(C(OC1N2C=NC3=C(N=C(N=C32)Cl)N)CO)O. Drug 2: CC1=C(C(=CC=C1)Cl)NC(=O)C2=CN=C(S2)NC3=CC(=NC(=N3)C)N4CCN(CC4)CCO. Cell line: OVCAR3. Synergy scores: CSS=5.47, Synergy_ZIP=-2.53, Synergy_Bliss=-0.105, Synergy_Loewe=-6.06, Synergy_HSA=-2.60. (8) Drug 1: CCCCCOC(=O)NC1=NC(=O)N(C=C1F)C2C(C(C(O2)C)O)O. Drug 2: CCN(CC)CCNC(=O)C1=C(NC(=C1C)C=C2C3=C(C=CC(=C3)F)NC2=O)C. Cell line: MCF7. Synergy scores: CSS=4.97, Synergy_ZIP=-2.19, Synergy_Bliss=-1.66, Synergy_Loewe=0.272, Synergy_HSA=-0.987. (9) Drug 1: CC1=C(C=C(C=C1)C(=O)NC2=CC(=CC(=C2)C(F)(F)F)N3C=C(N=C3)C)NC4=NC=CC(=N4)C5=CN=CC=C5. Drug 2: CN(C(=O)NC(C=O)C(C(C(CO)O)O)O)N=O. Cell line: RXF 393. Synergy scores: CSS=-5.35, Synergy_ZIP=1.02, Synergy_Bliss=-2.47, Synergy_Loewe=-4.38, Synergy_HSA=-4.32.